From a dataset of Catalyst prediction with 721,799 reactions and 888 catalyst types from USPTO. Predict which catalyst facilitates the given reaction. (1) Reactant: BrCCC[N:5]1[C:9]2[CH:10]=[CH:11][CH:12]=[CH:13][C:8]=2[N:7]([C:14]2[CH:19]=[CH:18][C:17]([Cl:20])=[CH:16][C:15]=2[F:21])[S:6]1(=[O:23])=[O:22].[Br:24][CH2:25][CH2:26]O.C1(P(C2C=CC=CC=2)C2C=CC=CC=2)C=CC=CC=1.CC(OC(/N=N/C(OC(C)C)=O)=O)C. Product: [Br:24][CH2:25][CH2:26][N:5]1[C:9]2[CH:10]=[CH:11][CH:12]=[CH:13][C:8]=2[N:7]([C:14]2[CH:19]=[CH:18][C:17]([Cl:20])=[CH:16][C:15]=2[F:21])[S:6]1(=[O:23])=[O:22]. The catalyst class is: 7. (2) Reactant: [N:1]1[O:5][N:4]=[C:3]2[CH:6]=[C:7]([CH:10]3[N:15]([C:16]([O:18][C:19]4[CH:24]=[CH:23][C:22]([N+:25]([O-:27])=[O:26])=[CH:21][CH:20]=4)=[O:17])[C:14]([O:28]C)=[N:13][C:12]([CH3:30])=[C:11]3[C:31]([O:33][CH3:34])=[O:32])[CH:8]=[CH:9][C:2]=12.[Br:35]Br. Product: [N:1]1[O:5][N:4]=[C:3]2[CH:6]=[C:7]([CH:10]3[N:15]([C:16]([O:18][C:19]4[CH:24]=[CH:23][C:22]([N+:25]([O-:27])=[O:26])=[CH:21][CH:20]=4)=[O:17])[C:14](=[O:28])[NH:13][C:12]([CH2:30][Br:35])=[C:11]3[C:31]([O:33][CH3:34])=[O:32])[CH:8]=[CH:9][C:2]=12. The catalyst class is: 22.